This data is from Full USPTO retrosynthesis dataset with 1.9M reactions from patents (1976-2016). The task is: Predict the reactants needed to synthesize the given product. Given the product [CH2:9]([N:4]1[CH2:5][CH2:6][CH2:7][CH2:8][C@H:2]([NH2:1])[CH2:3]1)[C:10]1[CH:11]=[CH:12][CH:13]=[CH:14][CH:15]=1, predict the reactants needed to synthesize it. The reactants are: [NH2:1][C@H:2]1[CH2:8][CH2:7][CH2:6][CH2:5][N:4]([CH2:9][C:10]2[CH:15]=[CH:14][CH:13]=[CH:12][CH:11]=2)[C:3]1=O.CC(C[AlH]CC(C)C)C.O.[OH-].[Na+].